Dataset: Forward reaction prediction with 1.9M reactions from USPTO patents (1976-2016). Task: Predict the product of the given reaction. Given the reactants [S-:1][C:2]#N.[NH4+].O.[CH3:6][C:7]1[CH:8]=[C:9]([OH:14])[CH:10]=[C:11]([CH:13]=1)[OH:12].C([O:17]CC)C, predict the reaction product. The product is: [OH:12][C:11]1[CH:13]=[C:7]([CH3:6])[C:8]2[S:1][C:2](=[O:17])[O:14][C:9]=2[CH:10]=1.